From a dataset of NCI-60 drug combinations with 297,098 pairs across 59 cell lines. Regression. Given two drug SMILES strings and cell line genomic features, predict the synergy score measuring deviation from expected non-interaction effect. (1) Drug 1: C1CN1C2=NC(=NC(=N2)N3CC3)N4CC4. Drug 2: CN(C)C1=NC(=NC(=N1)N(C)C)N(C)C. Cell line: UACC-257. Synergy scores: CSS=15.4, Synergy_ZIP=-2.82, Synergy_Bliss=0.263, Synergy_Loewe=1.65, Synergy_HSA=1.49. (2) Drug 1: CN1CCC(CC1)COC2=C(C=C3C(=C2)N=CN=C3NC4=C(C=C(C=C4)Br)F)OC. Drug 2: CN(C(=O)NC(C=O)C(C(C(CO)O)O)O)N=O. Cell line: SK-MEL-28. Synergy scores: CSS=-8.32, Synergy_ZIP=-0.663, Synergy_Bliss=-8.25, Synergy_Loewe=-11.1, Synergy_HSA=-11.0. (3) Drug 1: C1CCC(C1)C(CC#N)N2C=C(C=N2)C3=C4C=CNC4=NC=N3. Drug 2: CN1C(=O)N2C=NC(=C2N=N1)C(=O)N. Cell line: PC-3. Synergy scores: CSS=-3.08, Synergy_ZIP=1.33, Synergy_Bliss=0.192, Synergy_Loewe=-0.728, Synergy_HSA=-1.53. (4) Drug 1: C1=NC2=C(N=C(N=C2N1C3C(C(C(O3)CO)O)O)F)N. Drug 2: CCN(CC)CCNC(=O)C1=C(NC(=C1C)C=C2C3=C(C=CC(=C3)F)NC2=O)C. Cell line: COLO 205. Synergy scores: CSS=30.9, Synergy_ZIP=-6.83, Synergy_Bliss=1.52, Synergy_Loewe=-1.65, Synergy_HSA=-1.09. (5) Drug 1: CS(=O)(=O)CCNCC1=CC=C(O1)C2=CC3=C(C=C2)N=CN=C3NC4=CC(=C(C=C4)OCC5=CC(=CC=C5)F)Cl. Drug 2: C1CCC(C(C1)N)N.C(=O)(C(=O)[O-])[O-].[Pt+4]. Cell line: M14. Synergy scores: CSS=12.6, Synergy_ZIP=-4.94, Synergy_Bliss=-5.45, Synergy_Loewe=-2.18, Synergy_HSA=-2.24. (6) Drug 1: CCC1(CC2CC(C3=C(CCN(C2)C1)C4=CC=CC=C4N3)(C5=C(C=C6C(=C5)C78CCN9C7C(C=CC9)(C(C(C8N6C=O)(C(=O)OC)O)OC(=O)C)CC)OC)C(=O)OC)O.OS(=O)(=O)O. Drug 2: C1=CN(C=N1)CC(O)(P(=O)(O)O)P(=O)(O)O. Cell line: OVCAR-5. Synergy scores: CSS=3.49, Synergy_ZIP=-1.33, Synergy_Bliss=-0.640, Synergy_Loewe=0.0811, Synergy_HSA=0.673. (7) Drug 1: CCC1(CC2CC(C3=C(CCN(C2)C1)C4=CC=CC=C4N3)(C5=C(C=C6C(=C5)C78CCN9C7C(C=CC9)(C(C(C8N6C=O)(C(=O)OC)O)OC(=O)C)CC)OC)C(=O)OC)O.OS(=O)(=O)O. Drug 2: CNC(=O)C1=NC=CC(=C1)OC2=CC=C(C=C2)NC(=O)NC3=CC(=C(C=C3)Cl)C(F)(F)F. Cell line: SF-295. Synergy scores: CSS=-3.19, Synergy_ZIP=1.21, Synergy_Bliss=-1.12, Synergy_Loewe=-3.22, Synergy_HSA=-3.21. (8) Drug 1: CC1=C2C(C(=O)C3(C(CC4C(C3C(C(C2(C)C)(CC1OC(=O)C(C(C5=CC=CC=C5)NC(=O)C6=CC=CC=C6)O)O)OC(=O)C7=CC=CC=C7)(CO4)OC(=O)C)O)C)OC(=O)C. Drug 2: C1=CC=C(C=C1)NC(=O)CCCCCCC(=O)NO. Cell line: MALME-3M. Synergy scores: CSS=14.1, Synergy_ZIP=-7.01, Synergy_Bliss=-4.33, Synergy_Loewe=-4.37, Synergy_HSA=-1.66. (9) Drug 1: CCCS(=O)(=O)NC1=C(C(=C(C=C1)F)C(=O)C2=CNC3=C2C=C(C=N3)C4=CC=C(C=C4)Cl)F. Drug 2: CCN(CC)CCCC(C)NC1=C2C=C(C=CC2=NC3=C1C=CC(=C3)Cl)OC. Cell line: SF-295. Synergy scores: CSS=13.9, Synergy_ZIP=-3.49, Synergy_Bliss=1.64, Synergy_Loewe=-5.32, Synergy_HSA=1.08. (10) Drug 1: C1CC(C1)(C(=O)O)C(=O)O.[NH2-].[NH2-].[Pt+2]. Drug 2: CC1C(C(CC(O1)OC2CC(CC3=C2C(=C4C(=C3O)C(=O)C5=C(C4=O)C(=CC=C5)OC)O)(C(=O)CO)O)N)O.Cl. Cell line: UACC62. Synergy scores: CSS=42.2, Synergy_ZIP=-8.82, Synergy_Bliss=-5.97, Synergy_Loewe=-3.72, Synergy_HSA=-2.02.